Dataset: Full USPTO retrosynthesis dataset with 1.9M reactions from patents (1976-2016). Task: Predict the reactants needed to synthesize the given product. (1) The reactants are: O.[C:2]1([CH3:12])[CH:7]=CC(S(O)(=O)=O)=C[CH:3]=1.[CH3:13][O:14][C:15]1[CH:16]=[C:17]([CH:30]=[CH:31][C:32]=1[O:33][CH3:34])[C:18]([C:20]1[NH:24][N:23]=[N:22][C:21]=1[C:25]([O:27][CH2:28][CH3:29])=[O:26])=[O:19].C(N1C=CN=C1)(N1C=CN=C1)=O.FC(F)(F)[C:49]([OH:51])=[O:50].[CH:54]([OH:57])([CH3:56])[CH3:55]. Given the product [CH3:13][O:14][C:15]1[CH:16]=[C:17]([CH:30]=[CH:31][C:32]=1[O:33][CH3:34])[C:18]([C:20]1[C:21]([C:25]([O:27][CH2:28][CH3:29])=[O:26])=[N:22][N:23]([CH:7]([O:51][C:49]([O:57][CH:54]([CH3:56])[CH3:55])=[O:50])[CH:2]([CH3:3])[CH3:12])[N:24]=1)=[O:19], predict the reactants needed to synthesize it. (2) Given the product [NH2:24][CH:21]1[CH2:20][CH2:19][N:18]([CH2:17][CH2:16][N:3]2[C:4]3[C:5]4[O:15][CH2:14][CH2:13][O:12][C:6]=4[CH:7]=[CH:8][C:9]=3[CH:10]=[CH:11][C:2]2=[O:1])[CH2:23][CH2:22]1, predict the reactants needed to synthesize it. The reactants are: [O:1]=[C:2]1[CH:11]=[CH:10][C:9]2[CH:8]=[CH:7][C:6]3[O:12][CH2:13][CH2:14][O:15][C:5]=3[C:4]=2[N:3]1[CH2:16][CH2:17][N:18]1[CH2:23][CH2:22][CH:21]([NH:24]C(=O)OC(C)(C)C)[CH2:20][CH2:19]1.Cl. (3) The reactants are: Br.Br[CH:3]([C:5]1[CH:6]=[C:7]([C:23]([N:25]([CH3:27])[CH3:26])=[O:24])[CH:8]=[C:9]2[C:14]=1[O:13][C:12]([N:15]1[CH2:20][CH2:19][O:18][C@H:17]([CH3:21])[CH2:16]1)=[CH:11][C:10]2=[O:22])[CH3:4].[F:28][C:29]1[CH:35]=[CH:34][C:32]([NH2:33])=[CH:31][CH:30]=1. Given the product [F:28][C:29]1[CH:35]=[CH:34][C:32]([NH:33][CH:3]([C:5]2[CH:6]=[C:7]([C:23]([N:25]([CH3:27])[CH3:26])=[O:24])[CH:8]=[C:9]3[C:14]=2[O:13][C:12]([N:15]2[CH2:20][CH2:19][O:18][C@H:17]([CH3:21])[CH2:16]2)=[CH:11][C:10]3=[O:22])[CH3:4])=[CH:31][CH:30]=1, predict the reactants needed to synthesize it. (4) Given the product [Cl:1][C:2]1[CH:7]=[CH:6][C:5]([C:8]2[CH:13]=[CH:12][CH:11]=[C:10]([F:14])[CH:9]=2)=[CH:4][C:3]=1[CH2:15][NH:16][C:17]1[C:18]([F:31])=[C:19]([CH:27]=[CH:28][C:29]=1[F:30])[O:20][CH2:21][C:22]([OH:24])=[O:23], predict the reactants needed to synthesize it. The reactants are: [Cl:1][C:2]1[CH:7]=[CH:6][C:5]([C:8]2[CH:13]=[CH:12][CH:11]=[C:10]([F:14])[CH:9]=2)=[CH:4][C:3]=1[CH2:15][NH:16][C:17]1[C:18]([F:31])=[C:19]([CH:27]=[CH:28][C:29]=1[F:30])[O:20][CH2:21][C:22]([O:24]CC)=[O:23].[OH-].[Na+]. (5) Given the product [C:1]([O:7][C:9]([CH3:11])([CH3:10])[CH3:8])(=[O:6])[CH2:2][CH2:3][C:4]#[CH:5], predict the reactants needed to synthesize it. The reactants are: [C:1]([OH:7])(=[O:6])[CH2:2][CH2:3][C:4]#[CH:5].[CH3:8][C:9](O)([CH3:11])[CH3:10].C1(N=C=NC2CCCCC2)CCCCC1. (6) Given the product [CH3:7][O:6][C:3]([CH:19]1[C:20](=[O:23])[CH2:21][CH2:22][N:17]([C:14]2[CH:15]=[N:16][C:11]([O:10][CH3:9])=[C:12]([CH3:24])[CH:13]=2)[CH2:18]1)=[O:8], predict the reactants needed to synthesize it. The reactants are: [H-].[Na+].[C:3](=[O:8])([O:6][CH3:7])OC.[CH3:9][O:10][C:11]1[N:16]=[CH:15][C:14]([N:17]2[CH2:22][CH2:21][C:20](=[O:23])[CH2:19][CH2:18]2)=[CH:13][C:12]=1[CH3:24]. (7) Given the product [CH3:15][O:16][CH2:17][CH2:18][O:19][CH2:20][N:1]1[CH:5]=[CH:4][CH:3]=[N:2]1, predict the reactants needed to synthesize it. The reactants are: [NH:1]1[CH:5]=[CH:4][CH:3]=[N:2]1.C(N(CC)C(C)C)(C)C.[CH3:15][O:16][CH2:17][CH2:18][O:19][CH2:20]Cl.C(=O)([O-])O.[Na+]. (8) Given the product [F:1][C:2]1[CH:7]=[CH:6][C:5]([C:8]2[O:9][C:10]3[CH:20]=[C:19]([CH2:21][S:22]([CH3:25])(=[O:23])=[O:24])[C:18]([C:26]4[CH:27]=[C:28]([CH:36]=[CH:37][CH:38]=4)[C:29]([OH:31])=[O:30])=[CH:17][C:11]=3[C:12]=2[C:13](=[O:16])[NH:14][CH3:15])=[CH:4][CH:3]=1, predict the reactants needed to synthesize it. The reactants are: [F:1][C:2]1[CH:7]=[CH:6][C:5]([C:8]2[O:9][C:10]3[CH:20]=[C:19]([CH2:21][S:22]([CH3:25])(=[O:24])=[O:23])[C:18]([C:26]4[CH:27]=[C:28]([CH:36]=[CH:37][CH:38]=4)[C:29]([O:31]C(C)(C)C)=[O:30])=[CH:17][C:11]=3[C:12]=2[C:13](=[O:16])[NH:14][CH3:15])=[CH:4][CH:3]=1.FC(F)(F)C(O)=O. (9) Given the product [CH:27]1([N:30]2[CH:34]=[C:33]([C:2]3[CH:3]=[C:4]4[C:9](=[CH:10][CH:11]=3)[N:8]([C:12](=[O:14])[CH3:13])[C@@H:7]([CH3:15])[CH2:6][N:5]4[C:16]3[C:24]4[C:19](=[C:20]([F:25])[CH:21]=[CH:22][CH:23]=4)[N:18]([CH3:26])[N:17]=3)[CH:32]=[N:31]2)[CH2:29][CH2:28]1, predict the reactants needed to synthesize it. The reactants are: Br[C:2]1[CH:3]=[C:4]2[C:9](=[CH:10][CH:11]=1)[N:8]([C:12](=[O:14])[CH3:13])[C@@H:7]([CH3:15])[CH2:6][N:5]2[C:16]1[C:24]2[C:19](=[C:20]([F:25])[CH:21]=[CH:22][CH:23]=2)[N:18]([CH3:26])[N:17]=1.[CH:27]1([N:30]2[CH:34]=[C:33](B3OC(C)(C)C(C)(C)O3)[CH:32]=[N:31]2)[CH2:29][CH2:28]1.C(=O)([O-])[O-].[K+].[K+].O1CCOCC1.